From a dataset of Forward reaction prediction with 1.9M reactions from USPTO patents (1976-2016). Predict the product of the given reaction. (1) Given the reactants Br[C:2]1[CH:10]=[CH:9][C:5]([C:6]([OH:8])=[O:7])=[C:4]([N+:11]([O-:13])=[O:12])[CH:3]=1.[F:14][C:15]1[CH:20]=[CH:19][C:18](OB(O)O)=[CH:17][CH:16]=1, predict the reaction product. The product is: [F:14][C:15]1[CH:20]=[CH:19][C:18]([C:2]2[CH:10]=[CH:9][C:5]([C:6]([OH:8])=[O:7])=[C:4]([N+:11]([O-:13])=[O:12])[CH:3]=2)=[CH:17][CH:16]=1. (2) Given the reactants [CH:1]1[C:14]2[C:5](=[N:6][CH:7]=[C:8]3[C:13]=2[CH:12]=[CH:11][CH:10]=[CH:9]3)[CH:4]=[CH:3][CH:2]=1.[CH3:15][O:16][C:17]1[CH:18]=[C:19]([CH:23]=[CH:24][CH:25]=1)[C:20](Cl)=[O:21].[NH:26]1[C:34]2[C:29](=[CH:30][CH:31]=[CH:32][CH:33]=2)[CH:28]=[CH:27]1, predict the reaction product. The product is: [NH:26]1[C:34]2[C:29](=[CH:30][CH:31]=[CH:32][CH:33]=2)[C:28]([CH:7]2[C:8]3[C:13](=[CH:12][CH:11]=[CH:10][CH:9]=3)[C:14]3[CH:1]=[CH:2][CH:3]=[CH:4][C:5]=3[N:6]2[C:20]([C:19]2[CH:23]=[CH:24][CH:25]=[C:17]([O:16][CH3:15])[CH:18]=2)=[O:21])=[CH:27]1. (3) Given the reactants [Cl:1][C:2]1[C:10]2[C:5](=[CH:6][C:7]([C:11]([NH:13][C@H:14]([C:24]3[CH:29]=[CH:28][CH:27]=[CH:26][CH:25]=3)[CH2:15][O:16][CH2:17][CH:18]3[CH2:23][CH2:22][NH:21][CH2:20][CH2:19]3)=[O:12])=[CH:8][CH:9]=2)[NH:4][CH:3]=1.C(N(CC)CC)C.Cl.Cl[C:39]1[CH:44]=[CH:43][N:42]=[CH:41][CH:40]=1, predict the reaction product. The product is: [Cl:1][C:2]1[C:10]2[C:5](=[CH:6][C:7]([C:11]([NH:13][C@H:14]([C:24]3[CH:29]=[CH:28][CH:27]=[CH:26][CH:25]=3)[CH2:15][O:16][CH2:17][CH:18]3[CH2:19][CH2:20][N:21]([C:39]4[CH:44]=[CH:43][N:42]=[CH:41][CH:40]=4)[CH2:22][CH2:23]3)=[O:12])=[CH:8][CH:9]=2)[NH:4][CH:3]=1. (4) The product is: [F:15][C:16]([F:35])([F:34])[S:17]([O:1][C:2]1[CH:3]=[C:4]([N+:12]([O-:14])=[O:13])[C:5]([CH:6]=[O:7])=[CH:8][C:9]=1[O:10][CH3:11])(=[O:19])=[O:18]. Given the reactants [OH:1][C:2]1[C:9]([O:10][CH3:11])=[CH:8][C:5]([CH:6]=[O:7])=[C:4]([N+:12]([O-:14])=[O:13])[CH:3]=1.[F:15][C:16]([F:35])([F:34])[S:17](N(C1C=CC=CC=1)[S:17]([C:16]([F:35])([F:34])[F:15])(=[O:19])=[O:18])(=[O:19])=[O:18], predict the reaction product. (5) Given the reactants [OH-:1].[K+].[Cl:3][C:4]1[C:9]([Cl:10])=[CH:8][CH:7]=[CH:6][C:5]=1[CH2:11][N:12]1[C:16]2[CH:17]=[C:18]([N:23]3[CH2:28][CH2:27][O:26][CH2:25][CH2:24]3)[CH:19]=[C:20]([C:21]#[N:22])[C:15]=2[N:14]=[C:13]1[CH3:29].OO, predict the reaction product. The product is: [Cl:3][C:4]1[C:9]([Cl:10])=[CH:8][CH:7]=[CH:6][C:5]=1[CH2:11][N:12]1[C:16]2[CH:17]=[C:18]([N:23]3[CH2:24][CH2:25][O:26][CH2:27][CH2:28]3)[CH:19]=[C:20]([C:21]([NH2:22])=[O:1])[C:15]=2[N:14]=[C:13]1[CH3:29]. (6) Given the reactants [CH:1]1([C:4]2[CH:5]=[CH:6][CH:7]=[C:8]3[C:12]=2[CH2:11][C:10]([CH2:13][CH3:14])=[CH:9]3)[CH2:3][CH2:2]1.[Li][CH2:16][CH2:17][CH2:18][CH3:19].C([Cu])#N.Cl[Si:24]1(Cl)[CH2:27][CH2:26][CH2:25]1.CCO[CH2:32][CH3:33], predict the reaction product. The product is: [CH:1]1([C:4]2[CH:5]=[CH:6][CH:7]=[C:8]3[C:12]=2[CH:11]=[C:10]([CH2:13][CH3:14])[CH:9]3[Si:24]2([CH:16]3[C:9]4[C:19](=[C:4]([CH:1]5[CH2:3][CH2:2]5)[CH:12]=[CH:11][CH:10]=4)[CH:18]=[C:17]3[CH2:32][CH3:33])[CH2:27][CH2:26][CH2:25]2)[CH2:3][CH2:2]1. (7) Given the reactants [CH3:1][O:2][C:3](=[O:38])[C@@H:4]([N:16]1[CH2:21][CH2:20][N:19](S(C2C=CC=CC=2[N+]([O-])=O)(=O)=O)[C@@H:18]([CH2:34][CH:35]=[CH2:36])[C:17]1=[O:37])[CH2:5][C:6]1[CH:15]=[CH:14][C:13]2[C:8](=[CH:9][CH:10]=[CH:11][CH:12]=2)[CH:7]=1.SC1C=CC(O)=CC=1.C(=O)([O-])[O-].[K+].[K+], predict the reaction product. The product is: [CH3:1][O:2][C:3](=[O:38])[C@@H:4]([N:16]1[CH2:21][CH2:20][NH:19][C@@H:18]([CH2:34][CH:35]=[CH2:36])[C:17]1=[O:37])[CH2:5][C:6]1[CH:15]=[CH:14][C:13]2[C:8](=[CH:9][CH:10]=[CH:11][CH:12]=2)[CH:7]=1.